This data is from Reaction yield outcomes from USPTO patents with 853,638 reactions. The task is: Predict the reaction yield, written as a fraction of the theoretical maximum amount of product (1.0 means a 100% yield; for example, 0.34 means a 34% yield). The product is [CH3:22][C:13]1[C:12]([N:11]2[C:6]3[CH:7]=[CH:8][CH:9]=[CH:10][C:5]=3[N:4]=[C:1]2[CH3:2])=[CH:21][CH:20]=[CH:19][C:14]=1[CH2:15][OH:16]. The catalyst is C(O)(=O)C. The yield is 0.860. The reactants are [C:1]([NH:4][C:5]1[CH:10]=[CH:9][CH:8]=[CH:7][C:6]=1[NH:11][C:12]1[C:13]([CH3:22])=[C:14]([CH:19]=[CH:20][CH:21]=1)[C:15](OC)=[O:16])(=O)[CH3:2].[H-].[Al+3].[Li+].[H-].[H-].[H-].O.O.O.O.O.O.O.O.O.O.[O-]S([O-])(=O)=O.[Na+].[Na+].C(OCC)(=O)C.